From a dataset of Full USPTO retrosynthesis dataset with 1.9M reactions from patents (1976-2016). Predict the reactants needed to synthesize the given product. (1) Given the product [O:15]([CH2:14][C:8]1[CH:9]=[C:10]([C:11](=[O:13])[CH3:12])[NH:6][N:7]=1)[C:16]1[CH:21]=[CH:20][CH:19]=[CH:18][CH:17]=1, predict the reactants needed to synthesize it. The reactants are: CN(C)S([N:6]1[C:10]([C:11](=[O:13])[CH3:12])=[CH:9][C:8]([CH2:14][O:15][C:16]2[CH:21]=[CH:20][CH:19]=[CH:18][CH:17]=2)=[N:7]1)(=O)=O.C([O-])(O)=O.[Na+]. (2) Given the product [Br:1][C:2]1[CH:7]=[CH:6][C:5]([N+:8]([O-:10])=[O:9])=[C:4]([N:12]2[CH2:19][CH2:18][CH2:17][CH:13]2[C:14]([OH:16])=[O:15])[CH:3]=1, predict the reactants needed to synthesize it. The reactants are: [Br:1][C:2]1[CH:7]=[CH:6][C:5]([N+:8]([O-:10])=[O:9])=[C:4](F)[CH:3]=1.[NH:12]1[CH2:19][CH2:18][CH2:17][C@H:13]1[C:14]([OH:16])=[O:15].C(=O)([O-])[O-].[K+].[K+].Cl. (3) The reactants are: [OH-].[Na+].C[O:4][C:5](=[O:40])[CH:6]([O:14][C:15]1[CH:24]=[CH:23][C:22]2[C:17](=[CH:18][CH:19]=[C:20]([CH2:25][NH:26][C:27]([C:29]3[O:30][C:31]4[CH:38]=[CH:37][CH:36]=[CH:35][C:32]=4[C:33]=3[CH3:34])=[O:28])[CH:21]=2)[C:16]=1[Br:39])[CH2:7][C:8]1[CH:13]=[CH:12][CH:11]=[CH:10][CH:9]=1.O.Cl. Given the product [Br:39][C:16]1[C:17]2[C:22](=[CH:21][C:20]([CH2:25][NH:26][C:27]([C:29]3[O:30][C:31]4[CH:38]=[CH:37][CH:36]=[CH:35][C:32]=4[C:33]=3[CH3:34])=[O:28])=[CH:19][CH:18]=2)[CH:23]=[CH:24][C:15]=1[O:14][CH:6]([CH2:7][C:8]1[CH:13]=[CH:12][CH:11]=[CH:10][CH:9]=1)[C:5]([OH:40])=[O:4], predict the reactants needed to synthesize it. (4) Given the product [NH2:1][C:2]1[S:3][C:4]([C:17]2[CH:22]=[CH:21][CH:20]=[C:19]([F:23])[CH:18]=2)=[C:5]([C:7]([N:9]2[CH2:14][C@H:13]3[C@H:11]([CH2:12]3)[C@H:10]2[CH2:15][NH:16][C:34]([C:27]2[C:28]3[C:33](=[CH:32][CH:31]=[CH:30][CH:29]=3)[N:25]([CH3:24])[CH:26]=2)=[O:35])=[O:8])[N:6]=1, predict the reactants needed to synthesize it. The reactants are: [NH2:1][C:2]1[S:3][C:4]([C:17]2[CH:22]=[CH:21][CH:20]=[C:19]([F:23])[CH:18]=2)=[C:5]([C:7]([N:9]2[CH2:14][C@H:13]3[C@H:11]([CH2:12]3)[C@H:10]2[CH2:15][NH2:16])=[O:8])[N:6]=1.[CH3:24][N:25]1[C:33]2[C:28](=[CH:29][CH:30]=[CH:31][CH:32]=2)[C:27]([C:34](O)=[O:35])=[CH:26]1. (5) Given the product [CH2:1]([O:3][C:4]1[C:5]([F:14])=[CH:6][C:7]([C:8]2[O:10][N:51]=[C:50]([C:52]3[CH:61]=[CH:60][CH:59]=[C:58]4[C:53]=3[CH:54]=[CH:55][N:56]=[CH:57]4)[N:49]=2)=[CH:11][C:12]=1[F:13])[CH3:2], predict the reactants needed to synthesize it. The reactants are: [CH2:1]([O:3][C:4]1[C:12]([F:13])=[CH:11][C:7]([C:8]([OH:10])=O)=[CH:6][C:5]=1[F:14])[CH3:2].CN(C(ON1N=NC2C=CC=NC1=2)=[N+](C)C)C.F[P-](F)(F)(F)(F)F.CCN(C(C)C)C(C)C.O[NH:49][C:50]([C:52]1[C:53]2[CH:54]=[CH:55][N:56]=[CH:57][C:58]=2[CH:59]=[CH:60][CH:61]=1)=[NH:51].